The task is: Predict the product of the given reaction.. This data is from Forward reaction prediction with 1.9M reactions from USPTO patents (1976-2016). (1) The product is: [Br:1][C:2]1[CH:3]=[CH:4][C:5]([O:19][C:16]2[CH:17]=[CH:18][C:13]([O:12][CH3:11])=[CH:14][CH:15]=2)=[C:6]([CH:9]=1)[CH:7]=[O:8]. Given the reactants [Br:1][C:2]1[CH:3]=[CH:4][C:5](F)=[C:6]([CH:9]=1)[CH:7]=[O:8].[CH3:11][O:12][C:13]1[CH:18]=[CH:17][C:16]([OH:19])=[CH:15][CH:14]=1.C([O-])([O-])=O.[K+].[K+], predict the reaction product. (2) Given the reactants [CH3:1][O:2][C:3]1[CH:8]=[C:7]([CH:9]=[CH2:10])[CH:6]=[CH:5][C:4]=1[N+:11]([O-:13])=[O:12].FC(F)(F)C(O)=O.[CH2:21]([N:28]([CH2:34]OC)[CH2:29][Si](C)(C)C)[C:22]1[CH:27]=[CH:26][CH:25]=[CH:24][CH:23]=1, predict the reaction product. The product is: [CH2:21]([N:28]1[CH2:29][CH2:10][CH:9]([C:7]2[CH:6]=[CH:5][C:4]([N+:11]([O-:13])=[O:12])=[C:3]([O:2][CH3:1])[CH:8]=2)[CH2:34]1)[C:22]1[CH:23]=[CH:24][CH:25]=[CH:26][CH:27]=1. (3) Given the reactants Br[C:2]1[CH:3]=[CH:4][CH:5]=[C:6]2[C:10]=1[NH:9][C:8]([C:11]([O:13][CH2:14][CH3:15])=[O:12])=[C:7]2[CH2:16][CH2:17][CH2:18][O:19][C:20]1[CH:25]=[C:24]([CH3:26])[C:23]([Cl:27])=[C:22]([CH3:28])[CH:21]=1.[CH3:29][N:30]1[CH:34]=[CH:33][CH:32]=[C:31]1B1OC(C)(C)C(C)(C)O1, predict the reaction product. The product is: [Cl:27][C:23]1[C:24]([CH3:26])=[CH:25][C:20]([O:19][CH2:18][CH2:17][CH2:16][C:7]2[C:6]3[C:10](=[C:2]([C:31]4[N:30]([CH3:29])[CH:34]=[CH:33][CH:32]=4)[CH:3]=[CH:4][CH:5]=3)[NH:9][C:8]=2[C:11]([O:13][CH2:14][CH3:15])=[O:12])=[CH:21][C:22]=1[CH3:28]. (4) Given the reactants [CH2:1]([O:8][C:9]([C:11]1[CH:12]=[C:13]([C:20]([O:22]CC=C)=[O:21])[N:14]2[C:19]=1[CH:18]=[CH:17][CH:16]=[CH:15]2)=[O:10])[C:2]1[CH:7]=[CH:6][CH:5]=[CH:4][CH:3]=1.N1CCOCC1, predict the reaction product. The product is: [CH2:1]([O:8][C:9]([C:11]1[CH:12]=[C:13]([C:20]([OH:22])=[O:21])[N:14]2[C:19]=1[CH:18]=[CH:17][CH:16]=[CH:15]2)=[O:10])[C:2]1[CH:7]=[CH:6][CH:5]=[CH:4][CH:3]=1. (5) Given the reactants C1C(=O)N([Br:8])C(=O)C1.[C:9]([C:13]1[CH:19]=[CH:18][CH:17]=[CH:16][C:14]=1[NH2:15])([CH3:12])([CH3:11])[CH3:10].O, predict the reaction product. The product is: [Br:8][C:18]1[CH:17]=[CH:16][C:14]([NH2:15])=[C:13]([C:9]([CH3:12])([CH3:10])[CH3:11])[CH:19]=1. (6) Given the reactants ClC1C(CO)=CC=CN=1.[Br:10][CH2:11][C:12]1[C:13]([Cl:20])=[N:14][C:15](Cl)=[C:16](F)[CH:17]=1, predict the reaction product. The product is: [Br:10][CH2:11][C:12]1[C:13]([Cl:20])=[N:14][CH:15]=[CH:16][CH:17]=1. (7) Given the reactants C(OC([N:8]1[CH2:12][CH:11]([CH2:13][CH2:14][CH2:15][CH2:16][CH3:17])[CH2:10][CH2:9]1)=O)(C)(C)C.[NH2:18][CH:19]([CH:23]1[CH:28]([OH:29])[CH:27]([OH:30])[CH:26]([OH:31])[CH:25]([CH2:32][CH2:33][CH3:34])[O:24]1)[CH:20]([CH3:22])[CH3:21].C(N(CC)CC)C.FC(F)(F)[C:44](=N[Si](C)(C)C)[O:45][Si](C)(C)C.CN(C(ON1N=NC2C=CC=NC1=2)=[N+](C)C)C.F[P-](F)(F)(F)(F)F.FC(F)(F)C(O)=O, predict the reaction product. The product is: [CH3:21][CH:20]([CH3:22])[CH:19]([NH:18][C:44]([CH:9]1[CH2:10][CH:11]([CH2:13][CH2:14][CH2:15][CH2:16][CH3:17])[CH2:12][NH:8]1)=[O:45])[CH:23]1[CH:28]([OH:29])[CH:27]([OH:30])[CH:26]([OH:31])[CH:25]([CH2:32][CH2:33][CH3:34])[O:24]1.